From a dataset of Forward reaction prediction with 1.9M reactions from USPTO patents (1976-2016). Predict the product of the given reaction. (1) Given the reactants [CH3:1][O:2][C:3](=[O:23])[C:4]1[CH:9]=[C:8]([C:10](=O)[CH2:11][CH3:12])[C:7](F)=[CH:6][C:5]=1[O:15][CH2:16][C:17]1[CH:22]=[CH:21][CH:20]=[CH:19][CH:18]=1.O1CCCC1.[NH2:29][NH2:30].O.NN, predict the reaction product. The product is: [CH3:1][O:2][C:3]([C:4]1[CH:9]=[C:8]2[C:7](=[CH:6][C:5]=1[O:15][CH2:16][C:17]1[CH:22]=[CH:21][CH:20]=[CH:19][CH:18]=1)[NH:30][N:29]=[C:10]2[CH2:11][CH3:12])=[O:23]. (2) Given the reactants [Na].[C:2]([O:10][CH2:11][CH3:12])(=[O:9])[CH2:3][C:4]([O:6][CH2:7][CH3:8])=[O:5].Br[CH2:14][CH2:15][O:16][CH2:17][C:18]1[CH:23]=[CH:22][CH:21]=[CH:20][CH:19]=1, predict the reaction product. The product is: [CH2:17]([O:16][CH2:15][CH2:14][CH:3]([C:4]([O:6][CH2:7][CH3:8])=[O:5])[C:2]([O:10][CH2:11][CH3:12])=[O:9])[C:18]1[CH:23]=[CH:22][CH:21]=[CH:20][CH:19]=1. (3) Given the reactants C([Li])CCC.C(NC(C)C)(C)C.[Cl:13][C:14]1[N:19]=[C:18]2[CH:20]=[CH:21][N:22]([S:23]([C:26]3[CH:31]=[CH:30][CH:29]=[CH:28][CH:27]=3)(=[O:25])=[O:24])[C:17]2=[CH:16][CH:15]=1.Cl[C:33]([O:35][CH2:36][CH3:37])=[O:34].Cl, predict the reaction product. The product is: [Cl:13][C:14]1[N:19]=[C:18]2[CH:20]=[C:21]([C:33]([O:35][CH2:36][CH3:37])=[O:34])[N:22]([S:23]([C:26]3[CH:31]=[CH:30][CH:29]=[CH:28][CH:27]=3)(=[O:25])=[O:24])[C:17]2=[CH:16][CH:15]=1. (4) Given the reactants [CH3:1][NH:2][CH2:3][CH2:4][CH2:5][O:6][C:7]1[C:8]([CH3:13])=[N:9][CH:10]=[CH:11][CH:12]=1.[O:14]=[C:15]([OH:27])[C@@H:16]([C@H:18]([C@H:20]([C@@H:22]([C:24]([OH:26])=[O:25])[OH:23])[OH:21])[OH:19])[OH:17].O, predict the reaction product. The product is: [O:14]=[C:15]([OH:27])[C@@H:16]([C@H:18]([C@H:20]([C@@H:22]([C:24]([OH:26])=[O:25])[OH:23])[OH:21])[OH:19])[OH:17].[CH3:1][NH:2][CH2:3][CH2:4][CH2:5][O:6][C:7]1[C:8]([CH3:13])=[N:9][CH:10]=[CH:11][CH:12]=1.[CH3:1][NH:2][CH2:3][CH2:4][CH2:5][O:6][C:7]1[C:8]([CH3:13])=[N:9][CH:10]=[CH:11][CH:12]=1.